This data is from Aqueous solubility values for 9,982 compounds from the AqSolDB database. The task is: Regression/Classification. Given a drug SMILES string, predict its absorption, distribution, metabolism, or excretion properties. Task type varies by dataset: regression for continuous measurements (e.g., permeability, clearance, half-life) or binary classification for categorical outcomes (e.g., BBB penetration, CYP inhibition). For this dataset (solubility_aqsoldb), we predict Y. (1) The molecule is Oc1ccc(Br)cc1. The Y is -1.09 log mol/L. (2) The molecule is CCC(N)(CO)CO. The Y is 0.902 log mol/L.